From a dataset of NCI-60 drug combinations with 297,098 pairs across 59 cell lines. Regression. Given two drug SMILES strings and cell line genomic features, predict the synergy score measuring deviation from expected non-interaction effect. (1) Drug 1: CC1=C2C(C(=O)C3(C(CC4C(C3C(C(C2(C)C)(CC1OC(=O)C(C(C5=CC=CC=C5)NC(=O)OC(C)(C)C)O)O)OC(=O)C6=CC=CC=C6)(CO4)OC(=O)C)OC)C)OC. Drug 2: CC1=C(C(CCC1)(C)C)C=CC(=CC=CC(=CC(=O)O)C)C. Cell line: SK-OV-3. Synergy scores: CSS=52.1, Synergy_ZIP=11.2, Synergy_Bliss=9.01, Synergy_Loewe=7.96, Synergy_HSA=11.9. (2) Drug 1: CC1=C(C=C(C=C1)NC2=NC=CC(=N2)N(C)C3=CC4=NN(C(=C4C=C3)C)C)S(=O)(=O)N.Cl. Drug 2: CN1C(=O)N2C=NC(=C2N=N1)C(=O)N. Cell line: SK-MEL-2. Synergy scores: CSS=-8.80, Synergy_ZIP=5.92, Synergy_Bliss=1.77, Synergy_Loewe=-2.87, Synergy_HSA=-3.16. (3) Drug 1: CC12CCC3C(C1CCC2=O)CC(=C)C4=CC(=O)C=CC34C. Drug 2: C1=C(C(=O)NC(=O)N1)F. Cell line: NCIH23. Synergy scores: CSS=51.1, Synergy_ZIP=-2.95, Synergy_Bliss=-4.63, Synergy_Loewe=-4.43, Synergy_HSA=-1.34. (4) Drug 1: CC1=C(C(CCC1)(C)C)C=CC(=CC=CC(=CC(=O)O)C)C. Drug 2: CC1CCC2CC(C(=CC=CC=CC(CC(C(=O)C(C(C(=CC(C(=O)CC(OC(=O)C3CCCCN3C(=O)C(=O)C1(O2)O)C(C)CC4CCC(C(C4)OC)OCCO)C)C)O)OC)C)C)C)OC. Cell line: SR. Synergy scores: CSS=3.49, Synergy_ZIP=11.9, Synergy_Bliss=7.92, Synergy_Loewe=1.17, Synergy_HSA=2.96. (5) Drug 1: CC1=C(C=C(C=C1)NC2=NC=CC(=N2)N(C)C3=CC4=NN(C(=C4C=C3)C)C)S(=O)(=O)N.Cl. Drug 2: CCC1=CC2CC(C3=C(CN(C2)C1)C4=CC=CC=C4N3)(C5=C(C=C6C(=C5)C78CCN9C7C(C=CC9)(C(C(C8N6C)(C(=O)OC)O)OC(=O)C)CC)OC)C(=O)OC.C(C(C(=O)O)O)(C(=O)O)O. Cell line: T-47D. Synergy scores: CSS=33.8, Synergy_ZIP=4.50, Synergy_Bliss=6.49, Synergy_Loewe=-12.8, Synergy_HSA=7.20. (6) Drug 1: C1CN1C2=NC(=NC(=N2)N3CC3)N4CC4. Drug 2: CC1=C(C(=O)C2=C(C1=O)N3CC4C(C3(C2COC(=O)N)OC)N4)N. Cell line: A549. Synergy scores: CSS=56.1, Synergy_ZIP=-3.62, Synergy_Bliss=-4.50, Synergy_Loewe=1.46, Synergy_HSA=4.15.